Dataset: Reaction yield outcomes from USPTO patents with 853,638 reactions. Task: Predict the reaction yield, written as a fraction of the theoretical maximum amount of product (1.0 means a 100% yield; for example, 0.34 means a 34% yield). The reactants are [CH3:1][O:2][C:3](=[O:21])[C:4]1[CH:9]=[CH:8][C:7]([CH2:10][NH:11][C:12]2[CH:17]=[CH:16][C:15]([OH:18])=[CH:14][C:13]=2[F:19])=[CH:6][C:5]=1[CH3:20].C=O.[C:24](O[BH-](OC(=O)C)OC(=O)C)(=O)C.[Na+]. The catalyst is C(O)(=O)C. The product is [CH3:1][O:2][C:3](=[O:21])[C:4]1[CH:9]=[CH:8][C:7]([CH2:10][N:11]([C:12]2[CH:17]=[CH:16][C:15]([OH:18])=[CH:14][C:13]=2[F:19])[CH3:24])=[CH:6][C:5]=1[CH3:20]. The yield is 0.510.